This data is from Forward reaction prediction with 1.9M reactions from USPTO patents (1976-2016). The task is: Predict the product of the given reaction. (1) Given the reactants [CH3:1][C:2]1([CH3:20])[C:11]2[C:6](=[CH:7][C:8]([CH3:18])=[C:9]([C:12]#[C:13][Si:14]([CH3:17])([CH3:16])[CH3:15])[CH:10]=2)[C:5](=[O:19])[CH2:4][CH2:3]1.C[Si]([N-][Si](C)(C)C)(C)C.[Na+].C1C=CC(N([S:38]([C:41]([F:44])([F:43])[F:42])(=[O:40])=[O:39])[S:38]([C:41]([F:44])([F:43])[F:42])(=[O:40])=[O:39])=CC=1, predict the reaction product. The product is: [CH3:1][C:2]1([CH3:20])[C:11]2[C:6](=[CH:7][C:8]([CH3:18])=[C:9]([C:12]#[C:13][Si:14]([CH3:16])([CH3:15])[CH3:17])[CH:10]=2)[C:5]([O:19][S:38]([C:41]([F:44])([F:43])[F:42])(=[O:40])=[O:39])=[CH:4][CH2:3]1. (2) Given the reactants [Br:1][C:2]1[N:6]2[N:7]=[C:8]([Cl:12])[CH:9]=[C:10](Br)[C:5]2=[N:4][CH:3]=1.[NH2:13][C:14]1[CH:19]=[CH:18][C:17]([S:20]([NH:23][CH3:24])(=[O:22])=[O:21])=[CH:16][CH:15]=1.CC(C)([O-])C.[K+], predict the reaction product. The product is: [Br:1][C:2]1[N:6]2[N:7]=[C:8]([Cl:12])[CH:9]=[C:10]([NH:13][C:14]3[CH:19]=[CH:18][C:17]([S:20]([NH:23][CH3:24])(=[O:22])=[O:21])=[CH:16][CH:15]=3)[C:5]2=[N:4][CH:3]=1. (3) The product is: [NH2:16][CH2:15][C:14]1[CH:24]=[CH:25][C:11]([C:8]2[CH:9]=[C:10]3[C:2]([NH2:1])=[N:3][NH:4][C:5]3=[N:6][CH:7]=2)=[CH:12][CH:13]=1. Given the reactants [NH2:1][C:2]1[C:10]2[C:5](=[N:6][CH:7]=[C:8]([C:11]3[CH:25]=[CH:24][C:14]([CH2:15][NH:16]C(=O)OC(C)(C)C)=[CH:13][CH:12]=3)[CH:9]=2)[NH:4][N:3]=1.Cl, predict the reaction product.